Dataset: Ames mutagenicity test results for genotoxicity prediction. Task: Regression/Classification. Given a drug SMILES string, predict its toxicity properties. Task type varies by dataset: regression for continuous values (e.g., LD50, hERG inhibition percentage) or binary classification for toxic/non-toxic outcomes (e.g., AMES mutagenicity, cardiotoxicity, hepatotoxicity). Dataset: ames. (1) The compound is C#CC1(O)CCC2C3CC=C4CC(=O)CCC4C3CCC21C. The result is 0 (non-mutagenic). (2) The drug is Fc1cccc2ncccc12. The result is 1 (mutagenic). (3) The drug is C=CCCCCCCCCCCCCC. The result is 0 (non-mutagenic). (4) The compound is O=C1OC(O)C(C(Br)Br)=C1Br. The result is 1 (mutagenic).